Dataset: Forward reaction prediction with 1.9M reactions from USPTO patents (1976-2016). Task: Predict the product of the given reaction. (1) The product is: [Cl:27][C:6]1[CH:5]=[N:4][CH:3]=[C:2]([Cl:1])[C:7]=1[NH:8][C:9]1[NH:10][C:11]2[C:17]3[CH2:18][C:19]([CH3:22])([CH3:21])[O:20][C:16]=3[C:15]([C:23]([NH:31][C:30]3[CH:32]=[CH:33][C:34]([C:36]([F:37])([F:38])[F:39])=[CH:35][C:29]=3[F:28])=[O:25])=[CH:14][C:12]=2[N:13]=1. Given the reactants [Cl:1][C:2]1[CH:3]=[N:4][CH:5]=[C:6]([Cl:27])[C:7]=1[NH:8][C:9]1[NH:10][C:11]2[C:17]3[CH2:18][C:19]([CH3:22])([CH3:21])[O:20][C:16]=3[C:15]([C:23]([O:25]C)=O)=[CH:14][C:12]=2[N:13]=1.[F:28][C:29]1[CH:35]=[C:34]([C:36]([F:39])([F:38])[F:37])[CH:33]=[CH:32][C:30]=1[NH2:31].C[Al](C)C, predict the reaction product. (2) Given the reactants Cl.[NH2:2][C@@H:3]([CH2:6][O:7][CH3:8])[CH2:4][OH:5].C([O-])([O-])=O.[K+].[K+].[Br:15][C:16]1[CH:17]=[C:18]([CH:23]=[CH:24][C:25]=1[CH2:26]Br)[C:19]([O:21][CH3:22])=[O:20], predict the reaction product. The product is: [Br:15][C:16]1[CH:17]=[C:18]([CH:23]=[CH:24][C:25]=1[CH2:26][NH:2][C@@H:3]([CH2:6][O:7][CH3:8])[CH2:4][OH:5])[C:19]([O:21][CH3:22])=[O:20]. (3) Given the reactants [C:1]([O:4][CH2:5][CH2:6][CH2:7][N:8]1[C:13](=[O:14])[C:12]2[N:15]([CH2:19][C:20]3[CH:25]=[CH:24][C:23]([Cl:26])=[CH:22][CH:21]=3)[CH:16]=[C:17](Br)[C:11]=2[N:10]([CH3:27])[C:9]1=[O:28])(=[O:3])[CH3:2].[CH3:29][Sn](C)(C)C, predict the reaction product. The product is: [C:1]([O:4][CH2:5][CH2:6][CH2:7][N:8]1[C:13](=[O:14])[C:12]2[N:15]([CH2:19][C:20]3[CH:25]=[CH:24][C:23]([Cl:26])=[CH:22][CH:21]=3)[CH:16]=[C:17]([CH3:29])[C:11]=2[N:10]([CH3:27])[C:9]1=[O:28])(=[O:3])[CH3:2]. (4) Given the reactants CS(O)(=O)=O.[CH:6]1[CH:7]=CC2NC=C(C(O[C@@H]3C[C@H]4N5CC(=O)[C@@H](C4)C[C@@H]5C3)=O)[C:10]=2[CH:11]=1.O.[C:31]([O:38][CH3:39])(=[O:37])[CH2:32][C:33]([O:35][CH3:36])=[O:34].ClC/C=C\CCl.[H-].[Li+], predict the reaction product. The product is: [CH3:36][O:35][C:33]([C:32]1([C:31]([O:38][CH3:39])=[O:37])[CH2:10][CH:11]=[CH:6][CH2:7]1)=[O:34]. (5) Given the reactants [CH3:1][O:2][C:3](=[O:14])[CH2:4][C:5]1[C:13]2[C:8](=[CH:9][CH:10]=[CH:11][CH:12]=2)[NH:7][CH:6]=1.[H-].[Na+].[CH2:17](I)[CH3:18].Cl, predict the reaction product. The product is: [CH3:1][O:2][C:3](=[O:14])[CH2:4][C:5]1[C:13]2[C:8](=[CH:9][CH:10]=[CH:11][CH:12]=2)[N:7]([CH2:17][CH3:18])[CH:6]=1. (6) Given the reactants [CH3:1][C:2]1[CH:3]=[C:4]([S:12]([CH2:15][CH2:16][CH2:17][OH:18])(=[O:14])=[O:13])[CH:5]=[C:6]([CH3:11])[C:7]=1[N+:8]([O-])=O, predict the reaction product. The product is: [NH2:8][C:7]1[C:6]([CH3:11])=[CH:5][C:4]([S:12]([CH2:15][CH2:16][CH2:17][OH:18])(=[O:14])=[O:13])=[CH:3][C:2]=1[CH3:1]. (7) Given the reactants [C:1]1([NH:7][C:8]([C:10]2[N:15]=[CH:14][C:13]([CH:16]([CH3:21])[C:17]([O:19]C)=[O:18])=[CH:12][CH:11]=2)=[O:9])[CH:6]=[CH:5][CH:4]=[CH:3][CH:2]=1.O.[OH-].[Li+], predict the reaction product. The product is: [C:1]1([NH:7][C:8]([C:10]2[N:15]=[CH:14][C:13]([CH:16]([CH3:21])[C:17]([OH:19])=[O:18])=[CH:12][CH:11]=2)=[O:9])[CH:2]=[CH:3][CH:4]=[CH:5][CH:6]=1. (8) Given the reactants Br[C:2]1[CH:3]=[C:4]([CH:30]=[CH:31][CH:32]=1)[CH2:5][N:6]1[C:14]2[C:9](=[CH:10][CH:11]=[CH:12][CH:13]=2)[C:8]([C:15]2[CH:20]=[CH:19][C:18]([C:21]([CH3:24])([CH3:23])[CH3:22])=[CH:17][CH:16]=2)=[C:7]1[C:25]([O:27][CH2:28][CH3:29])=[O:26].[N:33]1(C(OC(C)(C)C)=O)[CH2:38][CH2:37][NH:36][CH2:35][CH2:34]1.CC([O-])(C)C.[Na+], predict the reaction product. The product is: [C:21]([C:18]1[CH:19]=[CH:20][C:15]([C:8]2[C:9]3[C:14](=[CH:13][CH:12]=[CH:11][CH:10]=3)[N:6]([CH2:5][C:4]3[CH:30]=[CH:31][CH:32]=[C:2]([N:33]4[CH2:38][CH2:37][NH:36][CH2:35][CH2:34]4)[CH:3]=3)[C:7]=2[C:25]([O:27][CH2:28][CH3:29])=[O:26])=[CH:16][CH:17]=1)([CH3:23])([CH3:22])[CH3:24].